Task: Predict the reaction yield, written as a fraction of the theoretical maximum amount of product (1.0 means a 100% yield; for example, 0.34 means a 34% yield).. Dataset: Reaction yield outcomes from USPTO patents with 853,638 reactions (1) The yield is 1.00. The product is [CH3:14][O:5][C:4](=[O:6])[C:3]1[CH:7]=[CH:8][C:9]([N+:11]([O-:13])=[O:12])=[CH:10][C:2]=1[CH3:1]. The reactants are [CH3:1][C:2]1[CH:10]=[C:9]([N+:11]([O-:13])=[O:12])[CH:8]=[CH:7][C:3]=1[C:4]([OH:6])=[O:5].[C:14](Cl)(=O)C(Cl)=O. The catalyst is C(Cl)Cl.CCOC(C)=O.CN(C=O)C. (2) The reactants are [O:1]=[CH:2][C@H:3]([C@@H:5]([C@H:7]([CH2:9][OH:10])[OH:8])[OH:6])[OH:4].[CH3:11]O. The catalyst is Cl. The product is [O:1]([CH3:11])[CH:2]1[O:8][C@@H:7]([CH2:9][OH:10])[C@@H:5]([OH:6])[C@@H:3]1[OH:4]. The yield is 0.950. (3) The yield is 0.520. The reactants are Cl[C:2]1[N:7]=[C:6]([NH:8][C:9]2[CH:14]=[CH:13][CH:12]=[CH:11][C:10]=2[S:15]([CH:18]([CH3:20])[CH3:19])(=[O:17])=[O:16])[C:5]([Cl:21])=[CH:4][N:3]=1.[CH2:22]([N:29]1[CH2:34][CH2:33][P:32]([C:36]2[CH:42]=[CH:41][C:39]([NH2:40])=[C:38]([O:43][CH3:44])[CH:37]=2)(=[O:35])[CH2:31][CH2:30]1)[C:23]1[CH:28]=[CH:27][CH:26]=[CH:25][CH:24]=1.Cl.[OH-].[Na+]. The catalyst is COCCO. The product is [CH2:22]([N:29]1[CH2:30][CH2:31][P:32]([C:36]2[CH:42]=[CH:41][C:39]([NH:40][C:2]3[N:7]=[C:6]([NH:8][C:9]4[CH:14]=[CH:13][CH:12]=[CH:11][C:10]=4[S:15]([CH:18]([CH3:20])[CH3:19])(=[O:17])=[O:16])[C:5]([Cl:21])=[CH:4][N:3]=3)=[C:38]([O:43][CH3:44])[CH:37]=2)(=[O:35])[CH2:33][CH2:34]1)[C:23]1[CH:28]=[CH:27][CH:26]=[CH:25][CH:24]=1. (4) The reactants are [CH3:1][O:2][C:3]1[CH:4]=[C:5]2[C:10](=[CH:11][CH:12]=1)[CH:9]=[C:8]([C@H:13]([CH3:17])[C:14]([OH:16])=[O:15])[CH:7]=[CH:6]2.[CH3:18][C:19]1([CH3:26])[O:23][C@H:22]([CH2:24]O)[CH2:21][O:20]1.Cl[CH2:28]Cl. The catalyst is CN(C1C=CN=CC=1)C. The product is [CH3:1][O:2][C:3]1[CH:4]=[C:5]2[C:10](=[CH:11][CH:12]=1)[CH:9]=[C:8]([C@H:13]([CH3:17])[C:14]([O:16][CH2:28][C@@:22]1([CH3:24])[CH2:21][O:20][C:19]([CH3:18])([CH3:26])[O:23]1)=[O:15])[CH:7]=[CH:6]2. The yield is 0.920.